Dataset: Reaction yield outcomes from USPTO patents with 853,638 reactions. Task: Predict the reaction yield, written as a fraction of the theoretical maximum amount of product (1.0 means a 100% yield; for example, 0.34 means a 34% yield). (1) The reactants are [Cl:1][C:2]1[N:7]=[C:6](Cl)[C:5]([F:9])=[CH:4][N:3]=1.C([Sn](CCCC)(CCCC)[C:15]([O:17][CH2:18][CH3:19])=[CH2:16])CCC. No catalyst specified. The product is [Cl:1][C:2]1[N:7]=[C:6]([C:15]([O:17][CH2:18][CH3:19])=[CH2:16])[C:5]([F:9])=[CH:4][N:3]=1. The yield is 0.490. (2) The reactants are C([O:8][C:9]1[CH:30]=[C:29]([O:31]CC2C=CC=CC=2)[C:28]([CH:39]([CH3:41])[CH3:40])=[CH:27][C:10]=1[C:11]([NH:13][C:14]1[CH:19]=CC(OC)=[C:16]([N:22]([CH3:26])[CH2:23][CH2:24][CH3:25])[CH:15]=1)=O)C1C=CC=CC=1.COC1C=CC(P2(SP(C3C=CC([O:62][CH3:63])=CC=3)(=S)S2)=S)=CC=1.[NH2:64][NH2:65].C1N=CN(C(N2C=NC=C2)=O)C=1.O1[CH2:83][CH2:82][O:81][CH2:80]C1. The catalyst is C1(C)C=CC=CC=1.C(OCC)(=O)C.O. The product is [OH:62][C:63]1[N:13]([C:14]2[CH:19]=[CH:83][C:82]([O:81][CH3:80])=[C:16]([N:22]([CH3:26])[CH2:23][CH2:24][CH3:25])[CH:15]=2)[C:11]([C:10]2[CH:27]=[C:28]([CH:39]([CH3:40])[CH3:41])[C:29]([OH:31])=[CH:30][C:9]=2[OH:8])=[N:64][N:65]=1. The yield is 0.330. (3) The product is [CH3:22][CH:21]([O:14][C@H:12]([CH3:13])[CH2:11][O:10][CH2:3][C:4]1[CH:9]=[CH:8][CH:7]=[CH:6][CH:5]=1)[C:20]#[CH:23]. The catalyst is O1CCCC1. The yield is 0.360. The reactants are [H-].[Na+].[CH2:3]([O:10][CH2:11][C@H:12]([OH:14])[CH3:13])[C:4]1[CH:9]=[CH:8][CH:7]=[CH:6][CH:5]=1.CS(O[CH:20]([CH3:23])[C:21]#[CH:22])(=O)=O. (4) The reactants are [C:1]([O:4][C@H:5]([CH3:23])[CH2:6][CH2:7][CH2:8][CH2:9][N:10]1[C:19](=[O:20])[C:18]2[NH:17][C:16]([Br:21])=[N:15][C:14]=2[N:13]([CH3:22])[C:11]1=[O:12])(=[O:3])[CH3:2].C1(P(C2C=CC=CC=2)C2C=CC=CC=2)C=CC=CC=1.[C:43]([O:47][C:48]([NH:50][CH2:51][CH2:52]CO)=[O:49])([CH3:46])([CH3:45])[CH3:44].CCOC(/N=N/C(OCC)=O)=O. The catalyst is ClCCCl. The product is [C:1]([O:4][C@H:5]([CH3:23])[CH2:6][CH2:7][CH2:8][CH2:9][N:10]1[C:19](=[O:20])[C:18]2[N:17]([CH2:52][CH2:51][NH:50][C:48]([O:47][C:43]([CH3:46])([CH3:45])[CH3:44])=[O:49])[C:16]([Br:21])=[N:15][C:14]=2[N:13]([CH3:22])[C:11]1=[O:12])(=[O:3])[CH3:2]. The yield is 0.850. (5) The reactants are [CH2:1]([O:8][C:9]([NH:11][C:12]1[C:13]([C:25](O)=[O:26])=[N:14][C:15]2[C:20]([CH:21]=1)=[CH:19][C:18]([F:22])=[C:17]([CH:23]=[CH2:24])[CH:16]=2)=[O:10])[C:2]1[CH:7]=[CH:6][CH:5]=[CH:4][CH:3]=1.[NH2:28][C:29]1[CH:30]=[N:31][CH:32]=[CH:33][C:34]=1[N:35]1[CH2:40][CH2:39][CH2:38][C@H:37]([NH:41][C:42](=[O:51])[O:43][CH2:44][C:45]2[CH:50]=[CH:49][CH:48]=[CH:47][CH:46]=2)[CH2:36]1.CN(C(ON1N=NC2C=CC=NC1=2)=[N+](C)C)C.F[P-](F)(F)(F)(F)F.CCN(C(C)C)C(C)C. The catalyst is CN(C=O)C. The product is [CH2:1]([O:8][C:9]([NH:11][C:12]1[C:13]([C:25]([NH:28][C:29]2[CH:30]=[N:31][CH:32]=[CH:33][C:34]=2[N:35]2[CH2:40][CH2:39][CH2:38][C@H:37]([NH:41][C:42](=[O:51])[O:43][CH2:44][C:45]3[CH:46]=[CH:47][CH:48]=[CH:49][CH:50]=3)[CH2:36]2)=[O:26])=[N:14][C:15]2[C:20]([CH:21]=1)=[CH:19][C:18]([F:22])=[C:17]([CH:23]=[CH2:24])[CH:16]=2)=[O:10])[C:2]1[CH:7]=[CH:6][CH:5]=[CH:4][CH:3]=1. The yield is 0.860. (6) The reactants are Cl.[Cl:2][C:3]1[CH:4]=[C:5]([CH:15]([NH2:17])[CH3:16])[CH:6]=[N:7][C:8]=1[O:9][CH2:10][C:11]([F:14])([F:13])[F:12].[Br:18][C:19]1[CH:20]=[C:21]([CH:25]=[C:26]([CH3:28])[N:27]=1)[C:22](O)=[O:23]. No catalyst specified. The product is [Br:18][C:19]1[CH:20]=[C:21]([CH:25]=[C:26]([CH3:28])[N:27]=1)[C:22]([NH:17][CH:15]([C:5]1[CH:6]=[N:7][C:8]([O:9][CH2:10][C:11]([F:12])([F:13])[F:14])=[C:3]([Cl:2])[CH:4]=1)[CH3:16])=[O:23]. The yield is 0.830. (7) The reactants are [Cl:1][C:2]1[CH:3]=[C:4]([CH2:27][C:28]([O:30]C)=[O:29])[CH:5]=[CH:6][C:7]=1[C:8]1[N:12]=[C:11]([C:13]2[N:14]=[C:15]3[C:20]([Cl:21])=[CH:19][C:18]([C:22]([F:25])([F:24])[F:23])=[CH:17][N:16]3[CH:26]=2)[O:10][N:9]=1.O.O[Li].O. The catalyst is C1COCC1. The product is [Cl:1][C:2]1[CH:3]=[C:4]([CH2:27][C:28]([OH:30])=[O:29])[CH:5]=[CH:6][C:7]=1[C:8]1[N:12]=[C:11]([C:13]2[N:14]=[C:15]3[C:20]([Cl:21])=[CH:19][C:18]([C:22]([F:24])([F:25])[F:23])=[CH:17][N:16]3[CH:26]=2)[O:10][N:9]=1. The yield is 0.275.